Dataset: Reaction yield outcomes from USPTO patents with 853,638 reactions. Task: Predict the reaction yield, written as a fraction of the theoretical maximum amount of product (1.0 means a 100% yield; for example, 0.34 means a 34% yield). (1) The reactants are [OH-].[Na+].Cl[C:4]([O:6][C:7](=O)[C:8]1[CH:13]=[CH:12][CH:11]=[CH:10][CH:9]=1)=[O:5].[C:15]([O:19][C:20](=[O:41])[CH2:21][O:22][CH2:23][CH2:24][O:25][CH2:26][CH2:27][O:28][CH2:29][CH2:30][O:31][CH2:32][CH2:33][O:34][CH2:35][CH2:36][O:37][CH2:38][CH2:39][NH2:40])([CH3:18])([CH3:17])[CH3:16]. The catalyst is O.C(OCC)(=O)C. The product is [C:15]([O:19][C:20](=[O:41])[CH2:21][O:22][CH2:23][CH2:24][O:25][CH2:26][CH2:27][O:28][CH2:29][CH2:30][O:31][CH2:32][CH2:33][O:34][CH2:35][CH2:36][O:37][CH2:38][CH2:39][NH:40][C:4]([O:6][CH2:7][C:8]1[CH:13]=[CH:12][CH:11]=[CH:10][CH:9]=1)=[O:5])([CH3:18])([CH3:16])[CH3:17]. The yield is 0.760. (2) The reactants are [F:1][C:2]([F:9])([F:8])[C:3]([O:5]CC)=O.C(O[K])(C)(C)C.[CH3:16][C:17](=[O:20])[CH2:18][CH3:19]. The catalyst is O1CCCC1. The product is [F:9][C:2]([F:1])([F:8])[C:3](=[O:5])[CH2:16][C:17](=[O:20])[CH2:18][CH3:19]. The yield is 0.180. (3) The reactants are [NH2:1][C:2]1[CH:9]=[C:8]([O:10][CH3:11])[C:7]([O:12][CH3:13])=[CH:6][C:3]=1[CH:4]=O.[NH2:14][C:15](N)=[O:16]. The catalyst is O. The product is [CH3:13][O:12][C:7]1[CH:6]=[C:3]2[C:2](=[CH:9][C:8]=1[O:10][CH3:11])[N:1]=[C:15]([OH:16])[N:14]=[CH:4]2. The yield is 0.400. (4) The reactants are [CH3:1][C:2]1([CH3:21])[O:7][C:6]2[CH:8]=[CH:9][CH:10]=[C:11](OS(C(F)(F)F)(=O)=O)[C:5]=2[C:4](=[O:20])[O:3]1.[CH2:22]([O:24][C:25]([C:27]1[CH:28]=[C:29](B(O)O)[CH:30]=[CH:31][CH:32]=1)=[O:26])[CH3:23].C([O-])([O-])=O.[K+].[K+].Cl. The catalyst is CN(C=O)C.C1C=CC([P]([Pd]([P](C2C=CC=CC=2)(C2C=CC=CC=2)C2C=CC=CC=2)([P](C2C=CC=CC=2)(C2C=CC=CC=2)C2C=CC=CC=2)[P](C2C=CC=CC=2)(C2C=CC=CC=2)C2C=CC=CC=2)(C2C=CC=CC=2)C2C=CC=CC=2)=CC=1. The product is [CH3:1][C:2]1([CH3:21])[O:7][C:6]2[CH:8]=[CH:9][CH:10]=[C:11]([C:31]3[CH:32]=[C:27]([CH:28]=[CH:29][CH:30]=3)[C:25]([O:24][CH2:22][CH3:23])=[O:26])[C:5]=2[C:4](=[O:20])[O:3]1. The yield is 0.630. (5) The reactants are [Cl:1][C:2]1[CH:23]=[CH:22][C:5]([C:6]([C:8]2[NH:12][CH:11]=[C:10]([C:13](=[O:21])[CH2:14][N:15]3[CH2:20][CH2:19][CH2:18][CH2:17][CH2:16]3)[CH:9]=2)=[O:7])=[CH:4][CH:3]=1.Cl.[CH3:25][N:26]([CH2:28][CH2:29][CH2:30]Cl)[CH3:27].C([O-])([O-])=O.[K+].[K+].[I-].[K+]. The catalyst is CN(C=O)C.O. The product is [Cl:1][C:2]1[CH:3]=[CH:4][C:5]([C:6]([C:8]2[N:12]([CH:28]([N:26]([CH3:27])[CH3:25])[CH2:29][CH3:30])[CH:11]=[C:10]([C:13](=[O:21])[CH2:14][N:15]3[CH2:16][CH2:17][CH2:18][CH2:19][CH2:20]3)[CH:9]=2)=[O:7])=[CH:22][CH:23]=1. The yield is 0.290. (6) The reactants are [Cl:1]N1C(=O)CCC1=O.[CH2:9]([O:16][C:17]1[C:18]([NH:24][C:25]2[S:26][CH:27]=[C:28]([CH2:30][CH3:31])[N:29]=2)=[N:19][CH:20]=[C:21]([Br:23])[CH:22]=1)[C:10]1[CH:15]=[CH:14][CH:13]=[CH:12][CH:11]=1.C(OCC)(=O)C. The catalyst is C(#N)C. The product is [CH2:9]([O:16][C:17]1[C:18]([NH:24][C:25]2[S:26][C:27]([Cl:1])=[C:28]([CH2:30][CH3:31])[N:29]=2)=[N:19][CH:20]=[C:21]([Br:23])[CH:22]=1)[C:10]1[CH:11]=[CH:12][CH:13]=[CH:14][CH:15]=1. The yield is 0.566. (7) The reactants are [N:1]1[CH:6]=[CH:5][CH:4]=[CH:3][C:2]=1[C:7]1[C:11]([CH2:12][O:13][C:14]2[CH:22]=[CH:21][C:17]([C:18]([OH:20])=O)=[CH:16][N:15]=2)=[CH:10][O:9][N:8]=1.[CH2:23]([NH2:25])[CH3:24]. No catalyst specified. The product is [CH2:23]([NH:25][C:18](=[O:20])[C:17]1[CH:21]=[CH:22][C:14]([O:13][CH2:12][C:11]2[C:7]([C:2]3[CH:3]=[CH:4][CH:5]=[CH:6][N:1]=3)=[N:8][O:9][CH:10]=2)=[N:15][CH:16]=1)[CH3:24]. The yield is 0.810.